Dataset: Forward reaction prediction with 1.9M reactions from USPTO patents (1976-2016). Task: Predict the product of the given reaction. (1) Given the reactants O.O.[Sn](Cl)Cl.[N:6]1([C:12]2[CH:19]=[CH:18][C:15]([C:16]#[N:17])=[C:14]([N+:20]([O-])=O)[CH:13]=2)[CH2:11][CH2:10][O:9][CH2:8][CH2:7]1.[OH-].[Na+], predict the reaction product. The product is: [NH2:20][C:14]1[CH:13]=[C:12]([N:6]2[CH2:7][CH2:8][O:9][CH2:10][CH2:11]2)[CH:19]=[CH:18][C:15]=1[C:16]#[N:17]. (2) Given the reactants Cl[C:2]1[N:3]=[C:4]([N:12]2[CH2:17][CH2:16][O:15][CH2:14][CH2:13]2)[C:5]2[S:10][C:9](I)=[CH:8][C:6]=2[N:7]=1.[NH2:18][C:19]1[N:24]=[CH:23][C:22](B2OC(C)(C)C(C)(C)O2)=[CH:21][N:20]=1, predict the reaction product. The product is: [O:15]1[CH2:16][CH2:17][N:12]([C:4]2[C:5]3[S:10][CH:9]=[CH:8][C:6]=3[N:7]=[C:2]([C:22]3[CH:21]=[N:20][C:19]([NH2:18])=[N:24][CH:23]=3)[N:3]=2)[CH2:13][CH2:14]1. (3) Given the reactants [CH2:1]([C:3]1[CH:8]=[CH:7][C:6]([CH:9]2[CH2:14][NH:13][CH2:12][CH:11]([C:15]([NH:17][C:18]3[CH:23]=[CH:22][CH:21]=[CH:20][CH:19]=3)=[O:16])[CH2:10]2)=[CH:5][CH:4]=1)[CH3:2].[C:24]([O:28][C:29]([NH:31][C:32]1([C:35](O)=[O:36])[CH2:34][CH2:33]1)=[O:30])([CH3:27])([CH3:26])[CH3:25], predict the reaction product. The product is: [CH2:1]([C:3]1[CH:4]=[CH:5][C:6]([CH:9]2[CH2:10][CH:11]([C:15](=[O:16])[NH:17][C:18]3[CH:19]=[CH:20][CH:21]=[CH:22][CH:23]=3)[CH2:12][N:13]([C:35]([C:32]3([NH:31][C:29](=[O:30])[O:28][C:24]([CH3:26])([CH3:25])[CH3:27])[CH2:34][CH2:33]3)=[O:36])[CH2:14]2)=[CH:7][CH:8]=1)[CH3:2]. (4) Given the reactants [F:1][C:2]([F:23])([F:22])[C:3]1[CH:21]=[CH:20][C:6]([CH2:7][O:8][N:9]2C(=O)C3C(=CC=CC=3)C2=O)=[CH:5][CH:4]=1.O.NN.C([O-])([O-])=O.[K+].[K+].[ClH:33], predict the reaction product. The product is: [ClH:33].[F:1][C:2]([F:22])([F:23])[C:3]1[CH:21]=[CH:20][C:6]([CH2:7][O:8][NH2:9])=[CH:5][CH:4]=1. (5) Given the reactants I[C:2]1[C:6]2[CH2:7][CH2:8][CH2:9][CH2:10][C:5]=2[S:4][C:3]=1[NH:11][C:12]([C:14]1[CH2:18][CH2:17][CH2:16][C:15]=1[C:19]([O:21][CH3:22])=[O:20])=[O:13].[Cl:23][C:24]1[N:29]=[C:28](B2OC(C)(C)C(C)(C)O2)[CH:27]=[CH:26][CH:25]=1.C([O-])([O-])=O.[Na+].[Na+].C1C=CC(P(C2C=CC=CC=2)C2C=CC=CC=2)=CC=1.C([O-])(O)=O.[Na+], predict the reaction product. The product is: [Cl:23][C:24]1[N:29]=[C:28]([C:2]2[C:6]3[CH2:7][CH2:8][CH2:9][CH2:10][C:5]=3[S:4][C:3]=2[NH:11][C:12]([C:14]2[CH2:18][CH2:17][CH2:16][C:15]=2[C:19]([O:21][CH3:22])=[O:20])=[O:13])[CH:27]=[CH:26][CH:25]=1.